Dataset: Peptide-MHC class I binding affinity with 185,985 pairs from IEDB/IMGT. Task: Regression. Given a peptide amino acid sequence and an MHC pseudo amino acid sequence, predict their binding affinity value. This is MHC class I binding data. (1) The peptide sequence is VTTEVAFGL. The MHC is HLA-B08:02 with pseudo-sequence HLA-B08:02. The binding affinity (normalized) is 0.0847. (2) The peptide sequence is AAISKLGINY. The MHC is HLA-A11:01 with pseudo-sequence HLA-A11:01. The binding affinity (normalized) is 0.457.